Dataset: Forward reaction prediction with 1.9M reactions from USPTO patents (1976-2016). Task: Predict the product of the given reaction. Given the reactants Br[C:2]1[S:6][C:5]([C:7]([N:9]([CH2:11][C:12]2[CH:17]=[CH:16][CH:15]=[C:14]([O:18][CH3:19])[CH:13]=2)[CH3:10])=[O:8])=[CH:4][CH:3]=1.[C:20]([C:22]1[CH:27]=[CH:26][C:25](B(O)O)=[CH:24][CH:23]=1)#[N:21], predict the reaction product. The product is: [C:20]([C:22]1[CH:27]=[CH:26][C:25]([C:2]2[S:6][C:5]([C:7]([N:9]([CH2:11][C:12]3[CH:17]=[CH:16][CH:15]=[C:14]([O:18][CH3:19])[CH:13]=3)[CH3:10])=[O:8])=[CH:4][CH:3]=2)=[CH:24][CH:23]=1)#[N:21].